Dataset: Full USPTO retrosynthesis dataset with 1.9M reactions from patents (1976-2016). Task: Predict the reactants needed to synthesize the given product. (1) Given the product [C:1]([O:5][C:6](=[O:28])[CH2:7][CH2:8][CH2:9][CH2:10][CH2:11][CH2:12][CH2:13][CH2:14][CH2:15][CH2:16][CH2:17][CH2:18][CH2:19][CH2:20][CH2:21][CH2:22][CH2:23][CH2:24][CH2:25][OH:26])([CH3:4])([CH3:2])[CH3:3], predict the reactants needed to synthesize it. The reactants are: [C:1]([O:5][C:6](=[O:28])[CH2:7][CH2:8][CH2:9][CH2:10][CH2:11][CH2:12][CH2:13][CH2:14][CH2:15][CH2:16][CH2:17][CH2:18][CH2:19][CH2:20][CH2:21][CH2:22][CH2:23][CH2:24][C:25](O)=[O:26])([CH3:4])([CH3:3])[CH3:2]. (2) Given the product [N:54]1([C:59]2[CH:64]=[CH:63][C:62]([CH2:65][O:15][C:16]3[CH:21]=[N:20][C:19]([N:22]4[CH2:23][CH2:24][N:25]([C:28]([O:30][C:31]([CH3:34])([CH3:33])[CH3:32])=[O:29])[CH2:26][CH2:27]4)=[N:18][CH:17]=3)=[CH:61][CH:60]=2)[CH:58]=[N:57][N:56]=[N:55]1, predict the reactants needed to synthesize it. The reactants are: N(C(OC(C)C)=O)=NC(OC(C)C)=O.[OH:15][C:16]1[CH:17]=[N:18][C:19]([N:22]2[CH2:27][CH2:26][N:25]([C:28]([O:30][C:31]([CH3:34])([CH3:33])[CH3:32])=[O:29])[CH2:24][CH2:23]2)=[N:20][CH:21]=1.C1(P(C2C=CC=CC=2)C2C=CC=CC=2)C=CC=CC=1.[N:54]1([C:59]2[CH:64]=[CH:63][C:62]([CH2:65]O)=[CH:61][CH:60]=2)[CH:58]=[N:57][N:56]=[N:55]1. (3) Given the product [Br:1][C:2]1[CH:3]=[C:4]2[C:9](=[CH:10][CH:11]=1)[N:8]=[CH:7][CH:6]=[C:5]2[N:13]1[CH2:18][CH2:17][CH2:16][C@H:15]([NH:19][C:20](=[O:26])[O:21][C:22]([CH3:24])([CH3:23])[CH3:25])[CH2:14]1, predict the reactants needed to synthesize it. The reactants are: [Br:1][C:2]1[CH:3]=[C:4]2[C:9](=[CH:10][CH:11]=1)[N:8]=[CH:7][CH:6]=[C:5]2Cl.[NH:13]1[CH2:18][CH2:17][CH2:16][C@H:15]([NH:19][C:20](=[O:26])[O:21][C:22]([CH3:25])([CH3:24])[CH3:23])[CH2:14]1.CCN(C(C)C)C(C)C.